Dataset: Catalyst prediction with 721,799 reactions and 888 catalyst types from USPTO. Task: Predict which catalyst facilitates the given reaction. (1) Reactant: [NH2:1][N:2]1[N:11]=[C:10]([CH:12]([CH3:14])[CH3:13])[C:9]2[CH:8]3[CH2:15][CH2:16][CH:5]([CH2:6][CH2:7]3)[C:4]=2[C:3]1=[O:17].N1C=CC=CC=1.[C:24]12([CH2:34][C:35](Cl)=[O:36])[CH2:33][CH:28]3[CH2:29][CH:30]([CH2:32][CH:26]([CH2:27]3)[CH2:25]1)[CH2:31]2. Product: [C:24]12([CH2:34][C:35]([NH:1][N:2]3[N:11]=[C:10]([CH:12]([CH3:14])[CH3:13])[C:9]4[CH:8]5[CH2:15][CH2:16][CH:5]([CH2:6][CH2:7]5)[C:4]=4[C:3]3=[O:17])=[O:36])[CH2:31][CH:30]3[CH2:29][CH:28]([CH2:27][CH:26]([CH2:32]3)[CH2:25]1)[CH2:33]2. The catalyst class is: 91. (2) Reactant: Cl[C:2]1[CH:7]=[CH:6][C:5]([CH:8]([CH:10]2[CH2:15][CH2:14][N:13]([CH3:16])[CH2:12][CH2:11]2)[OH:9])=[CH:4][CH:3]=1.S(Cl)(Cl)=O.[OH-].[Na+]. Product: [CH3:16][N:13]1[CH2:14][CH2:15][CH:10]([C:8]([C:5]2[CH:6]=[CH:7][CH:2]=[CH:3][CH:4]=2)=[O:9])[CH2:11][CH2:12]1. The catalyst class is: 11. (3) Reactant: C[Si]([N-][Si](C)(C)C)(C)C.[Li+].[O:11]1[CH2:16][CH2:15][C:14](=[O:17])[CH2:13][CH2:12]1.N1([C:23](=[O:33])[CH:24]([O:31][CH3:32])[C:25]2[CH:30]=[CH:29][CH:28]=[CH:27][CH:26]=2)C=CN=C1.C(O)(=O)C. Product: [CH3:32][O:31][CH:24]([C:25]1[CH:30]=[CH:29][CH:28]=[CH:27][CH:26]=1)[C:23]([CH:13]1[C:14](=[O:17])[CH2:15][CH2:16][O:11][CH2:12]1)=[O:33]. The catalyst class is: 93. (4) Reactant: [Cl:1][C:2]1[CH:7]=[C:6]([N+:8]([O-])=O)[CH:5]=[C:4]([Cl:11])[C:3]=1[NH:12][C:13](=[O:28])[C:14]1[CH:19]=[CH:18][C:17]([O:20][CH3:21])=[C:16]([O:22][CH:23]2[CH2:27][CH2:26][CH2:25][CH2:24]2)[CH:15]=1.C(=O)([O-])[O-].[Na+].[Na+]. Product: [Cl:1][C:2]1[CH:7]=[C:6]([NH2:8])[CH:5]=[C:4]([Cl:11])[C:3]=1[NH:12][C:13](=[O:28])[C:14]1[CH:19]=[CH:18][C:17]([O:20][CH3:21])=[C:16]([O:22][CH:23]2[CH2:24][CH2:25][CH2:26][CH2:27]2)[CH:15]=1. The catalyst class is: 180. (5) Reactant: [NH2:1][CH2:2][CH2:3][CH2:4][CH2:5][CH2:6][CH2:7][OH:8].[CH3:9][C:10]([O:13][C:14](O[C:14]([O:13][C:10]([CH3:12])([CH3:11])[CH3:9])=[O:15])=[O:15])([CH3:12])[CH3:11].C([O-])([O-])=O.[K+].[K+].O1CCOCC1. Product: [OH:8][CH2:7][CH2:6][CH2:5][CH2:4][CH2:3][CH2:2][NH:1][C:14](=[O:15])[O:13][C:10]([CH3:12])([CH3:11])[CH3:9]. The catalyst class is: 6.